Dataset: Reaction yield outcomes from USPTO patents with 853,638 reactions. Task: Predict the reaction yield, written as a fraction of the theoretical maximum amount of product (1.0 means a 100% yield; for example, 0.34 means a 34% yield). (1) The reactants are [CH2:1]([C@@H:8]1[CH2:12][O:11][C:10](=[O:13])[N:9]1[C:14](=[O:39])[C@H:15]([CH2:31][CH2:32][C:33]1[CH:38]=[CH:37][CH:36]=[CH:35][CH:34]=1)[C@@H:16]([OH:30])[C@@H:17]([O:19][Si](C(C)C)(C(C)C)C(C)C)[CH3:18])[C:2]1[CH:7]=[CH:6][CH:5]=[CH:4][CH:3]=1.Cl. The catalyst is CCO. The product is [OH:30][C@H:16]1[C@H:17]([CH3:18])[O:19][C:14](=[O:39])[C@@H:15]1[CH2:31][CH2:32][C:33]1[CH:38]=[CH:37][CH:36]=[CH:35][CH:34]=1.[CH2:1]([C@@H:8]1[CH2:12][O:11][C:10](=[O:13])[NH:9]1)[C:2]1[CH:3]=[CH:4][CH:5]=[CH:6][CH:7]=1. The yield is 0.840. (2) The reactants are C([O:8][P:9]([O:19][CH2:20][CH2:21][CH2:22][O:23][CH2:24][C:25]([CH3:83])([CH3:82])[C:26]([O:28][C:29]1[C:33]([O:34][C:35](=[O:63])[C:36]([CH3:62])([CH3:61])[CH2:37][O:38][CH2:39][CH2:40][CH2:41][O:42][P:43]([O:53]CC2C=CC=CC=2)([O:45]CC2C=CC=CC=2)=[O:44])=[C:32]([C:64]([O:66][CH2:67][CH3:68])=[O:65])[N:31]([C:69]2[CH:74]=[CH:73][C:72]([O:75][CH3:76])=[CH:71][CH:70]=2)[C:30]=1[C:77](=[O:81])[N:78]([CH3:80])[CH3:79])=[O:27])([O:11]CC1C=CC=CC=1)=[O:10])C1C=CC=CC=1. The catalyst is CO.[Pd]. The product is [CH3:83][C:25]([CH3:82])([CH2:24][O:23][CH2:22][CH2:21][CH2:20][O:19][P:9]([OH:10])([OH:11])=[O:8])[C:26]([O:28][C:29]1[C:33]([O:34][C:35](=[O:63])[C:36]([CH3:61])([CH3:62])[CH2:37][O:38][CH2:39][CH2:40][CH2:41][O:42][P:43]([OH:45])([OH:53])=[O:44])=[C:32]([C:64]([O:66][CH2:67][CH3:68])=[O:65])[N:31]([C:69]2[CH:70]=[CH:71][C:72]([O:75][CH3:76])=[CH:73][CH:74]=2)[C:30]=1[C:77](=[O:81])[N:78]([CH3:79])[CH3:80])=[O:27]. The yield is 0.950.